From a dataset of Full USPTO retrosynthesis dataset with 1.9M reactions from patents (1976-2016). Predict the reactants needed to synthesize the given product. (1) The reactants are: [Cl:1][C:2]1[CH:19]=[CH:18][C:17]([Cl:20])=[CH:16][C:3]=1[CH2:4][NH:5][C:6]1[C:11]([N+:12]([O-])=O)=[CH:10][N:9]=[C:8]([Cl:15])[N:7]=1. Given the product [Cl:1][C:2]1[CH:19]=[CH:18][C:17]([Cl:20])=[CH:16][C:3]=1[CH2:4][NH:5][C:6]1[C:11]([NH2:12])=[CH:10][N:9]=[C:8]([Cl:15])[N:7]=1, predict the reactants needed to synthesize it. (2) Given the product [Br:1][C:2]1[CH:7]=[C:6]([CH:5]=[CH:4][C:3]=1[CH:11]([CH3:13])[CH3:12])[NH2:8], predict the reactants needed to synthesize it. The reactants are: [Br:1][C:2]1[CH:7]=[C:6]([N+:8]([O-])=O)[CH:5]=[CH:4][C:3]=1[CH:11]([CH3:13])[CH3:12].